From a dataset of Full USPTO retrosynthesis dataset with 1.9M reactions from patents (1976-2016). Predict the reactants needed to synthesize the given product. Given the product [CH3:1][O:2][C:3]1[CH:8]=[CH:7][C:6]([C@@H:9]2[CH2:13][N:12]([S:35]([C:33]3[N:32]=[CH:31][N:30]([CH3:29])[CH:34]=3)(=[O:37])=[O:36])[CH2:11][C@H:10]2[NH:14][C:15](=[O:21])[O:16][C:17]([CH3:18])([CH3:20])[CH3:19])=[CH:5][CH:4]=1, predict the reactants needed to synthesize it. The reactants are: [CH3:1][O:2][C:3]1[CH:8]=[CH:7][C:6]([C@@H:9]2[CH2:13][NH:12][CH2:11][C@H:10]2[NH:14][C:15](=[O:21])[O:16][C:17]([CH3:20])([CH3:19])[CH3:18])=[CH:5][CH:4]=1.C(N(CC)CC)C.[CH3:29][N:30]1[CH:34]=[C:33]([S:35](Cl)(=[O:37])=[O:36])[N:32]=[CH:31]1.